From a dataset of Full USPTO retrosynthesis dataset with 1.9M reactions from patents (1976-2016). Predict the reactants needed to synthesize the given product. (1) Given the product [CH3:34][O:33][CH:25]1[CH:24]2[O:35][CH:20]([CH:21]([CH3:38])[CH2:22][CH:23]2[O:36][CH3:37])[C:19](=[O:40])[C:18](=[O:41])[N:17]2[CH:12]([CH2:13][CH2:14][CH2:15][CH2:16]2)[C:11](=[O:42])[O:10][CH2:9][CH:8]([CH3:73])[CH2:7][CH2:6][C:5](=[O:82])[CH2:4][CH:30]=[C:29]([CH3:31])[CH2:28][CH:27]([CH3:32])[CH2:26]1, predict the reactants needed to synthesize it. The reactants are: C([CH:4]1[CH:30]=[C:29]([CH3:31])[CH2:28][CH:27]([CH3:32])[CH2:26][CH:25]([O:33][CH3:34])[CH:24]2[O:35][C:20](O)([CH:21]([CH3:38])[CH2:22][CH:23]2[O:36][CH3:37])[C:19](=[O:40])[C:18](=[O:41])[N:17]2[CH:12]([CH2:13][CH2:14][CH2:15][CH2:16]2)[C:11](=[O:42])[O:10][CH:9](C(C)=CC2CCC(OC(=O)CCCCCCC(O[Si](C(C)(C)C)(C)C)=O)C(OC)C2)[CH:8]([CH3:73])[CH:7](O[Si](C(C)(C)C)(C)C)[CH2:6][C:5]1=[O:82])C=C.C(#N)C.F. (2) The reactants are: [I:1][C:2]1[CH:3]=[C:4]2[C:9](=[CH:10][CH:11]=1)[N:8]=[CH:7][NH:6][C:5]2=O.O=P(Cl)(Cl)[Cl:15]. Given the product [Cl:15][C:5]1[C:4]2[C:9](=[CH:10][CH:11]=[C:2]([I:1])[CH:3]=2)[N:8]=[CH:7][N:6]=1, predict the reactants needed to synthesize it. (3) Given the product [CH2:23]([O:26][C:3]1[CH:8]=[C:7]([C:9]([C:11]2[CH:20]=[C:19]([CH3:21])[C:14]3[NH:15][C:16](=[O:18])[O:17][C:13]=3[CH:12]=2)=[O:10])[CH:6]=[C:5]([Cl:22])[N:4]=1)[C:11]1[CH:20]=[CH:19][CH:14]=[CH:13][CH:12]=1, predict the reactants needed to synthesize it. The reactants are: [Na].Cl[C:3]1[CH:8]=[C:7]([C:9]([C:11]2[CH:20]=[C:19]([CH3:21])[C:14]3[NH:15][C:16](=[O:18])[O:17][C:13]=3[CH:12]=2)=[O:10])[CH:6]=[C:5]([Cl:22])[N:4]=1.[C:23](=[O:26])([O-])O.[Na+]. (4) The reactants are: C(=O)([O-])[O-].[K+].[K+].[CH:7]1[CH:12]=[CH:11][C:10]([C:13]2[CH:18]=[CH:17][C:16]([CH2:19]Br)=[CH:15][CH:14]=2)=[CH:9][CH:8]=1.[C:21]([O:24][C:25]1[CH:30]=[CH:29][C:28]([OH:31])=[CH:27][CH:26]=1)(=[O:23])[CH3:22]. Given the product [C:21]([O:24][C:25]1[CH:30]=[CH:29][C:28]([O:31][CH2:19][C:16]2[CH:17]=[CH:18][C:13]([C:10]3[CH:11]=[CH:12][CH:7]=[CH:8][CH:9]=3)=[CH:14][CH:15]=2)=[CH:27][CH:26]=1)(=[O:23])[CH3:22], predict the reactants needed to synthesize it. (5) Given the product [Si:1]([O:8][CH2:9][C@H:10]1[N:15]([C:16]([O:18][C:19]([CH3:21])([CH3:22])[CH3:20])=[O:17])[CH2:14][C@@H:13](/[CH:23]=[CH:31]/[C:30]2[CH:51]=[CH:52][CH:53]=[CH:54][C:29]=2[N+:26]([O-:28])=[O:27])[O:12][CH2:11]1)([C:4]([CH3:7])([CH3:6])[CH3:5])([CH3:3])[CH3:2], predict the reactants needed to synthesize it. The reactants are: [Si:1]([O:8][CH2:9][C@H:10]1[N:15]([C:16]([O:18][C:19]([CH3:22])([CH3:21])[CH3:20])=[O:17])[CH2:14][C@@H:13]([CH:23]=O)[O:12][CH2:11]1)([C:4]([CH3:7])([CH3:6])[CH3:5])([CH3:3])[CH3:2].[Br-].[N+:26]([C:29]1[CH:54]=[CH:53][CH:52]=[CH:51][C:30]=1[CH2:31][P+](C1C=CC=CC=1)(C1C=CC=CC=1)C1C=CC=CC=1)([O-:28])=[O:27].C(=O)([O-])[O-].[K+].[K+]. (6) Given the product [Cl:13][C:11]1[CH:10]=[N:9][CH:8]=[C:7]([CH2:6][N+:15]#[C-:14])[CH:12]=1, predict the reactants needed to synthesize it. The reactants are: CS(O[CH2:6][C:7]1[CH:8]=[N:9][CH:10]=[C:11]([Cl:13])[CH:12]=1)(=O)=O.[C-:14]#[N:15].[K+].C(=O)(O)[O-].[Na+].